This data is from Full USPTO retrosynthesis dataset with 1.9M reactions from patents (1976-2016). The task is: Predict the reactants needed to synthesize the given product. (1) Given the product [CH3:18][NH:20][C:8](=[O:10])[C:6]1[CH:5]=[C:4]([N+:11]([O-:13])=[O:12])[CH:3]=[C:2]([CH3:1])[N:7]=1, predict the reactants needed to synthesize it. The reactants are: [CH3:1][C:2]1[N:7]=[C:6]([C:8]([OH:10])=O)[CH:5]=[C:4]([N+:11]([O-:13])=[O:12])[CH:3]=1.C1C=CC2N(O)N=[N:20][C:18]=2C=1.CCN=C=NCCCN(C)C.Cl.Cl.CCN(C(C)C)C(C)C.CN.C([O-])(O)=O.[Na+]. (2) Given the product [C:1]([O:5][C:6]([N:8]1[CH2:12][CH:11]([OH:13])[CH:10]([S:14]([C:17]2[CH:22]=[CH:21][C:20]([O:23][CH2:24][C:25]3[CH:30]=[CH:29][CH:28]=[CH:27][CH:26]=3)=[CH:19][CH:18]=2)(=[O:16])=[O:15])[CH2:9]1)=[O:7])([CH3:4])([CH3:2])[CH3:3], predict the reactants needed to synthesize it. The reactants are: [C:1]([O:5][C:6]([N:8]1[CH2:12][C:11](=[O:13])[CH:10]([S:14]([C:17]2[CH:22]=[CH:21][C:20]([O:23][CH2:24][C:25]3[CH:30]=[CH:29][CH:28]=[CH:27][CH:26]=3)=[CH:19][CH:18]=2)(=[O:16])=[O:15])[CH2:9]1)=[O:7])([CH3:4])([CH3:3])[CH3:2].[BH4-].[Na+].Cl. (3) Given the product [CH2:3]([O:10][C:11]1[CH:12]=[C:13]([C:23]2[CH:28]=[CH:27][CH:26]=[C:25]([CH2:29][N:30]([CH3:40])[C:31](=[O:39])[CH2:32][CH2:33][CH2:34][CH2:35][CH2:36][CH2:37][CH3:38])[CH:24]=2)[CH:14]=[CH:15][C:16]=1[CH:17]=[CH:18][C:19]([OH:21])=[O:20])[C:4]1[CH:5]=[CH:6][CH:7]=[CH:8][CH:9]=1, predict the reactants needed to synthesize it. The reactants are: [OH-].[Na+].[CH2:3]([O:10][C:11]1[CH:12]=[C:13]([C:23]2[CH:28]=[CH:27][CH:26]=[C:25]([CH2:29][N:30]([CH3:40])[C:31](=[O:39])[CH2:32][CH2:33][CH2:34][CH2:35][CH2:36][CH2:37][CH3:38])[CH:24]=2)[CH:14]=[CH:15][C:16]=1[CH:17]=[CH:18][C:19]([O:21]C)=[O:20])[C:4]1[CH:9]=[CH:8][CH:7]=[CH:6][CH:5]=1.O.C(O)(=O)C. (4) Given the product [Br:29][CH2:16][C:14]1[CH:13]=[CH:12][C:10]2[N:11]3[C:3]([C:1]#[N:2])=[CH:4][CH:5]=[C:6]3[C:7]3([CH2:21][CH2:20][N:19]([C:22]([O:24][C:25]([CH3:28])([CH3:27])[CH3:26])=[O:23])[CH2:18][CH2:17]3)[O:8][C:9]=2[CH:15]=1, predict the reactants needed to synthesize it. The reactants are: [C:1]([C:3]1[N:11]2[C:6]([C:7]3([CH2:21][CH2:20][N:19]([C:22]([O:24][C:25]([CH3:28])([CH3:27])[CH3:26])=[O:23])[CH2:18][CH2:17]3)[O:8][C:9]3[CH:15]=[C:14]([CH3:16])[CH:13]=[CH:12][C:10]=32)=[CH:5][CH:4]=1)#[N:2].[Br:29]N1C(=O)CCC1=O.C(C(N=NC(C)(C)C#N)(C)C)#N.